From a dataset of Full USPTO retrosynthesis dataset with 1.9M reactions from patents (1976-2016). Predict the reactants needed to synthesize the given product. Given the product [Cl:1][C:2]1[CH:3]=[CH:4][CH:5]=[C:6]2[C:11]=1[N:10]=[C:9]([C:12]1[CH:17]=[C:16]([F:18])[CH:15]=[CH:14][C:13]=1[C:19]([F:22])([F:20])[F:21])[C:8]([CH2:23][OH:24])=[CH:7]2, predict the reactants needed to synthesize it. The reactants are: [Cl:1][C:2]1[CH:3]=[CH:4][CH:5]=[C:6]2[C:11]=1[N:10]=[C:9]([C:12]1[CH:17]=[C:16]([F:18])[CH:15]=[CH:14][C:13]=1[C:19]([F:22])([F:21])[F:20])[C:8]([CH:23]=[O:24])=[CH:7]2.O1CCCC1.[BH4-].[Na+].